Dataset: Buchwald-Hartwig C-N cross coupling reaction yields with 55,370 reactions. Task: Predict the reaction yield, written as a fraction of the theoretical maximum amount of product (1.0 means a 100% yield; for example, 0.34 means a 34% yield). (1) The reactants are Brc1ccccn1.Cc1ccc(N)cc1.O=S(=O)(O[Pd]1c2ccccc2-c2ccccc2N~1)C(F)(F)F.CC(C)c1cc(C(C)C)c(-c2ccccc2P(C(C)(C)C)C(C)(C)C)c(C(C)C)c1.CN(C)C(=NC(C)(C)C)N(C)C.c1ccc2oncc2c1. No catalyst specified. The product is Cc1ccc(Nc2ccccn2)cc1. The yield is 0.505. (2) The reactants are FC(F)(F)c1ccc(Cl)cc1.Cc1ccc(N)cc1.O=S(=O)(O[Pd]1c2ccccc2-c2ccccc2N~1)C(F)(F)F.COc1ccc(OC)c(P(C(C)(C)C)C(C)(C)C)c1-c1c(C(C)C)cc(C(C)C)cc1C(C)C.CCN=P(N=P(N(C)C)(N(C)C)N(C)C)(N(C)C)N(C)C.CCOC(=O)c1ccon1. No catalyst specified. The product is Cc1ccc(Nc2ccc(C(F)(F)F)cc2)cc1. The yield is 0.